Task: Predict the product of the given reaction.. Dataset: Forward reaction prediction with 1.9M reactions from USPTO patents (1976-2016) (1) Given the reactants [Cl:1][C:2]1(C2C=CC=C(C(=O)NC)C=2)[CH:7]=[CH:6][C:5]([N:8]([C:12]2[CH:17]=[CH:16][CH:15]=[CH:14][C:13]=2[C:18]([F:21])([F:20])[F:19])[C:9](=[O:11])[NH2:10])=[C:4](NC(O)=O)[CH2:3]1.[CH3:36][NH:37][C:38]([C:40]1[CH:41]=[C:42]([CH:44]=[CH:45][CH:46]=1)[NH2:43])=[O:39].C1C=CC2N(O)N=NC=2C=1.CN1CC[O:61][CH2:60]C1.CCN=C=NCCCN(C)C.Cl, predict the reaction product. The product is: [Cl:1][C:2]1([C:60](=[O:61])[NH:43][C:42]2[CH:44]=[CH:45][CH:46]=[C:40]([C:38](=[O:39])[NH:37][CH3:36])[CH:41]=2)[CH:7]=[CH:6][C:5]([N:8]([C:12]2[CH:17]=[CH:16][CH:15]=[CH:14][C:13]=2[C:18]([F:19])([F:21])[F:20])[C:9](=[O:11])[NH2:10])=[CH:4][CH2:3]1. (2) The product is: [F:1][C:2]1[CH:3]=[C:4]2[C:8](=[CH:9][CH:10]=1)[CH:7]([NH:11][C:12]1[CH:21]=[CH:20][C:19]3[C:14](=[CH:15][CH:16]=[C:17]([NH:22][C:27]([NH:26][CH:23]([CH3:25])[CH3:24])=[O:28])[CH:18]=3)[N:13]=1)[CH2:6][CH2:5]2. Given the reactants [F:1][C:2]1[CH:3]=[C:4]2[C:8](=[CH:9][CH:10]=1)[CH:7]([NH:11][C:12]1[CH:21]=[CH:20][C:19]3[C:14](=[CH:15][CH:16]=[C:17]([NH2:22])[CH:18]=3)[N:13]=1)[CH2:6][CH2:5]2.[CH:23]([N:26]=[C:27]=[O:28])([CH3:25])[CH3:24], predict the reaction product. (3) Given the reactants Br[CH2:2][CH2:3][CH2:4][C:5]1[C:10]([O:11][CH3:12])=[CH:9][C:8]([CH2:13][C@H:14]([NH:16][C:17](=[O:22])[C:18]([F:21])([F:20])[F:19])[CH3:15])=[C:7]([O:23][CH3:24])[CH:6]=1.[I-].[Na+].[CH3:27][S-:28].[Na+], predict the reaction product. The product is: [CH3:24][O:23][C:7]1[CH:6]=[C:5]([CH2:4][CH2:3][CH2:2][S:28][CH3:27])[C:10]([O:11][CH3:12])=[CH:9][C:8]=1[CH2:13][C@H:14]([NH:16][C:17](=[O:22])[C:18]([F:21])([F:20])[F:19])[CH3:15]. (4) The product is: [ClH:3].[NH2:5][C:6]1[N:11]=[CH:10][C:9](/[CH:12]=[CH:13]/[C:14]([N:38]([CH2:23][C:22]2[CH:26]=[CH:27][CH:28]=[C:29]([O:30][CH3:31])[C:21]=2[O:20][CH2:17][CH2:18][CH3:19])[CH3:36])=[O:16])=[CH:8][CH:7]=1. Given the reactants C(Cl)C[Cl:3].[NH2:5][C:6]1[N:11]=[CH:10][C:9](/[CH:12]=[CH:13]/[C:14]([OH:16])=O)=[CH:8][CH:7]=1.[CH2:17]([O:20][C:21]1[C:29]([O:30][CH3:31])=[CH:28][CH:27]=[CH:26][C:22]=1[CH2:23]CN)[CH2:18][CH3:19].C1C=CC2N(O)N=[N:38][C:36]=2C=1.CCN(C(C)C)C(C)C.Cl, predict the reaction product.